Dataset: Forward reaction prediction with 1.9M reactions from USPTO patents (1976-2016). Task: Predict the product of the given reaction. (1) Given the reactants Cl[S:2]([C:5]1[S:9][C:8]([C:10]2[CH:15]=[CH:14][C:13]([CH2:16][CH3:17])=[CH:12][CH:11]=2)=[CH:7][CH:6]=1)(=[O:4])=[O:3].[NH2:18][C:19]1[O:23][N:22]=[C:21]([CH3:24])[C:20]=1[Br:25], predict the reaction product. The product is: [Br:25][C:20]1[C:21]([CH3:24])=[N:22][O:23][C:19]=1[NH:18][S:2]([C:5]1[S:9][C:8]([C:10]2[CH:15]=[CH:14][C:13]([CH2:16][CH3:17])=[CH:12][CH:11]=2)=[CH:7][CH:6]=1)(=[O:4])=[O:3]. (2) Given the reactants CN(C(ON1N=N[C:11]2[CH:12]=[CH:13][CH:14]=N[C:10]1=2)=[N+](C)C)C.F[P-](F)(F)(F)(F)F.[NH2:25][CH:26]([C:32]([C:34]1[CH:39]=[CH:38][C:37]([Br:40])=[CH:36][CH:35]=1)=[O:33])[CH2:27][C:28]([O:30][CH3:31])=[O:29].[C:41]([N:48]1[CH2:55][CH2:54][CH2:53][C@H:49]1[C:50]([OH:52])=[O:51])([O:43][C:44]([CH3:47])([CH3:46])[CH3:45])=[O:42].[CH3:56]CN(C(C)C)C(C)C.C([O-])(O)=O.[Na+], predict the reaction product. The product is: [CH2:31]([O:30][C:28](=[O:29])[CH2:27][CH:26]([NH:25][C:50]([C@@H:49]1[CH2:53][CH2:54][CH2:55][N:48]1[C:41]([O:43][C:44]([CH3:45])([CH3:46])[CH3:47])=[O:42])=[O:52])[C:32]([C:34]1[CH:35]=[CH:36][C:37]([Br:40])=[CH:38][CH:39]=1)=[O:33])[C:10]1[CH:56]=[CH:14][CH:13]=[CH:12][CH:11]=1.[CH3:31][O:30][C:28](=[O:29])[CH2:27][CH:26]([NH:25][C:50]([C@@H:49]1[CH2:53][CH2:54][CH2:55][N:48]1[C:41]([O:43][C:44]([CH3:47])([CH3:46])[CH3:45])=[O:42])=[O:51])[C:32]([C:34]1[CH:35]=[CH:36][C:37]([Br:40])=[CH:38][CH:39]=1)=[O:33]. (3) The product is: [C:13]([O:12][C:10](=[O:11])/[C:9](/[C:8](=[O:17])[C:3]1[CH:4]=[CH:5][CH:6]=[CH:7][C:2]=1[OH:1])=[CH:18]/[C:20]1[S:21][C:22]([C:25]([O:27][CH3:28])=[O:26])=[CH:23][N:24]=1)([CH3:14])([CH3:16])[CH3:15]. Given the reactants [OH:1][C:2]1[CH:7]=[CH:6][CH:5]=[CH:4][C:3]=1[C:8](=[O:17])[CH2:9][C:10]([O:12][C:13]([CH3:16])([CH3:15])[CH3:14])=[O:11].[CH:18]([C:20]1[S:21][C:22]([C:25]([O:27][CH3:28])=[O:26])=[CH:23][N:24]=1)=O.N1CCCCC1.C(O)(=O)C, predict the reaction product. (4) Given the reactants [Cl-].[C:2]([O:6][C:7](=[O:10])[CH2:8][Zn+])([CH3:5])([CH3:4])[CH3:3].Br[C:12]1[CH:19]=[CH:18][C:15]([C:16]#[N:17])=[CH:14][C:13]=1[O:20][CH3:21].C1(P(C2CCCCC2)C2C=CC=CC=2C2C(N(C)C)=CC=CC=2)CCCCC1, predict the reaction product. The product is: [C:16]([C:15]1[CH:18]=[CH:19][C:12]([CH2:8][C:7]([O:6][C:2]([CH3:5])([CH3:4])[CH3:3])=[O:10])=[C:13]([O:20][CH3:21])[CH:14]=1)#[N:17]. (5) Given the reactants [N:1]1[C:8](Cl)=[N:7][C:5](Cl)=[N:4][C:2]=1[Cl:3].[CH3:10][NH2:11].[OH-].[Na+].[CH3:14][N:15]1[CH2:20][CH2:19][NH:18][CH2:17][CH2:16]1, predict the reaction product. The product is: [Cl:3][C:2]1[N:1]=[C:8]([N:18]2[CH2:19][CH2:20][N:15]([CH3:14])[CH2:16][CH2:17]2)[N:7]=[C:5]([NH:11][CH3:10])[N:4]=1. (6) Given the reactants [N:1]([CH2:4][CH2:5][O:6][CH2:7][C@H:8]1[O:12][N:11]=[C:10]([C:13]2[CH:18]=[CH:17][C:16]([Br:19])=[CH:15][N:14]=2)[CH2:9]1)=[N+]=[N-].CO.O.C1(P(C2C=CC=CC=2)C2C=CC=CC=2)C=CC=CC=1, predict the reaction product. The product is: [Br:19][C:16]1[CH:17]=[CH:18][C:13]([C:10]2[CH2:9][C@@H:8]([CH2:7][O:6][CH2:5][CH2:4][NH2:1])[O:12][N:11]=2)=[N:14][CH:15]=1.